Dataset: NCI-60 drug combinations with 297,098 pairs across 59 cell lines. Task: Regression. Given two drug SMILES strings and cell line genomic features, predict the synergy score measuring deviation from expected non-interaction effect. (1) Drug 1: CC1=C(C=C(C=C1)NC2=NC=CC(=N2)N(C)C3=CC4=NN(C(=C4C=C3)C)C)S(=O)(=O)N.Cl. Drug 2: CC1=C(C(CCC1)(C)C)C=CC(=CC=CC(=CC(=O)O)C)C. Cell line: HOP-92. Synergy scores: CSS=8.49, Synergy_ZIP=-3.09, Synergy_Bliss=-2.81, Synergy_Loewe=1.18, Synergy_HSA=-1.01. (2) Drug 1: C1C(C(OC1N2C=NC3=C(N=C(N=C32)Cl)N)CO)O. Drug 2: CC1=C(C(=CC=C1)Cl)NC(=O)C2=CN=C(S2)NC3=CC(=NC(=N3)C)N4CCN(CC4)CCO. Cell line: UO-31. Synergy scores: CSS=22.7, Synergy_ZIP=-2.68, Synergy_Bliss=-1.57, Synergy_Loewe=-9.01, Synergy_HSA=-2.55. (3) Drug 1: CS(=O)(=O)OCCCCOS(=O)(=O)C. Drug 2: B(C(CC(C)C)NC(=O)C(CC1=CC=CC=C1)NC(=O)C2=NC=CN=C2)(O)O. Cell line: MALME-3M. Synergy scores: CSS=48.1, Synergy_ZIP=0.255, Synergy_Bliss=3.54, Synergy_Loewe=-44.9, Synergy_HSA=0.465. (4) Drug 1: CC(C)(C#N)C1=CC(=CC(=C1)CN2C=NC=N2)C(C)(C)C#N. Drug 2: C1=NC2=C(N=C(N=C2N1C3C(C(C(O3)CO)O)F)Cl)N. Cell line: SR. Synergy scores: CSS=-2.38, Synergy_ZIP=0.0365, Synergy_Bliss=-1.77, Synergy_Loewe=-5.51, Synergy_HSA=-5.82. (5) Drug 1: CCCS(=O)(=O)NC1=C(C(=C(C=C1)F)C(=O)C2=CNC3=C2C=C(C=N3)C4=CC=C(C=C4)Cl)F. Drug 2: C1=CN(C(=O)N=C1N)C2C(C(C(O2)CO)O)O.Cl. Cell line: SK-MEL-28. Synergy scores: CSS=36.8, Synergy_ZIP=-0.283, Synergy_Bliss=0.691, Synergy_Loewe=-3.64, Synergy_HSA=3.37. (6) Drug 1: CC12CCC3C(C1CCC2O)C(CC4=C3C=CC(=C4)O)CCCCCCCCCS(=O)CCCC(C(F)(F)F)(F)F. Drug 2: C1CN(CCN1C(=O)CCBr)C(=O)CCBr. Cell line: M14. Synergy scores: CSS=3.74, Synergy_ZIP=-5.48, Synergy_Bliss=-3.52, Synergy_Loewe=-5.98, Synergy_HSA=-3.20. (7) Drug 1: CC1OCC2C(O1)C(C(C(O2)OC3C4COC(=O)C4C(C5=CC6=C(C=C35)OCO6)C7=CC(=C(C(=C7)OC)O)OC)O)O. Cell line: HCC-2998. Drug 2: CS(=O)(=O)CCNCC1=CC=C(O1)C2=CC3=C(C=C2)N=CN=C3NC4=CC(=C(C=C4)OCC5=CC(=CC=C5)F)Cl. Synergy scores: CSS=28.7, Synergy_ZIP=4.05, Synergy_Bliss=6.50, Synergy_Loewe=-0.651, Synergy_HSA=4.78.